From a dataset of Catalyst prediction with 721,799 reactions and 888 catalyst types from USPTO. Predict which catalyst facilitates the given reaction. (1) Reactant: [ClH:1].[N:2]1[CH:7]=[CH:6][C:5]([N:8]2[CH2:13][CH2:12][CH2:11][C:10]3([CH2:18][CH2:17][N:16](C(OC(C)(C)C)=O)[CH2:15][CH2:14]3)[CH2:9]2)=[CH:4][CH:3]=1. Product: [ClH:1].[ClH:1].[N:2]1[CH:3]=[CH:4][C:5]([N:8]2[CH2:13][CH2:12][CH2:11][C:10]3([CH2:18][CH2:17][NH:16][CH2:15][CH2:14]3)[CH2:9]2)=[CH:6][CH:7]=1. The catalyst class is: 5. (2) Reactant: [CH2:1]([O:8][C:9]1[CH:14]=[C:13]([O:15][CH2:16][C:17]2[CH:22]=[CH:21][CH:20]=[CH:19][CH:18]=2)[C:12]([CH:23]([CH3:25])[CH3:24])=[CH:11][C:10]=1[C:26]([N:28]1[CH2:36][C:35]2[C:30](=[CH:31][CH:32]=[C:33]([OH:37])[CH:34]=2)[CH2:29]1)=[O:27])[C:2]1[CH:7]=[CH:6][CH:5]=[CH:4][CH:3]=1.Cl[CH2:39][CH2:40][CH2:41][N:42]1[CH2:47][CH2:46][O:45][CH2:44][CH2:43]1.C([O-])([O-])=O.[K+].[K+]. Product: [CH2:1]([O:8][C:9]1[CH:14]=[C:13]([O:15][CH2:16][C:17]2[CH:22]=[CH:21][CH:20]=[CH:19][CH:18]=2)[C:12]([CH:23]([CH3:25])[CH3:24])=[CH:11][C:10]=1[C:26]([N:28]1[CH2:36][C:35]2[C:30](=[CH:31][CH:32]=[C:33]([O:37][CH2:39][CH2:40][CH2:41][N:42]3[CH2:47][CH2:46][O:45][CH2:44][CH2:43]3)[CH:34]=2)[CH2:29]1)=[O:27])[C:2]1[CH:7]=[CH:6][CH:5]=[CH:4][CH:3]=1. The catalyst class is: 31. (3) Reactant: [CH3:1][C:2]([C:6]1[N:10]=[CH:9][N:8]([CH2:11]O)[N:7]=1)([CH3:5])[CH2:3][CH3:4].S(Cl)([Cl:15])=O. Product: [ClH:15].[Cl:15][CH2:11][N:8]1[CH:9]=[N:10][C:6]([C:2]([CH3:5])([CH3:1])[CH2:3][CH3:4])=[N:7]1. The catalyst class is: 4. (4) Reactant: O[Li].O.O.[C:5]([O:9][C:10]([N:12]([CH3:47])[C@@H:13]([CH3:46])[C:14]([NH:16][C@H:17]1[CH2:23][O:22][C:21]2[C:24]([C:28]([O:30]C)=[O:29])=[CH:25][CH:26]=[CH:27][C:20]=2[N:19]([CH2:32][C:33]2[C:42]3[C:37](=[CH:38][CH:39]=[CH:40][CH:41]=3)[CH:36]=[CH:35][C:34]=2[O:43][CH3:44])[C:18]1=[O:45])=[O:15])=[O:11])([CH3:8])([CH3:7])[CH3:6]. The catalyst class is: 5. Product: [C:5]([O:9][C:10]([N:12]([CH3:47])[C@@H:13]([CH3:46])[C:14]([NH:16][C@H:17]1[CH2:23][O:22][C:21]2[C:24]([C:28]([OH:30])=[O:29])=[CH:25][CH:26]=[CH:27][C:20]=2[N:19]([CH2:32][C:33]2[C:42]3[C:37](=[CH:38][CH:39]=[CH:40][CH:41]=3)[CH:36]=[CH:35][C:34]=2[O:43][CH3:44])[C:18]1=[O:45])=[O:15])=[O:11])([CH3:8])([CH3:7])[CH3:6]. (5) Reactant: CO[C:3]([C:5]1[CH:6]=[N:7][N:8]([C:10]2[N:11]=[C:12]([NH2:28])[C:13]3[N:14]=[CH:15][N:16]([C:26]=3[N:27]=2)[C@@H:17]2[O:25][C@H:22]([CH2:23][OH:24])[C@@H:20]([OH:21])[C@H:18]2[OH:19])[CH:9]=1)=[O:4].[CH3:29][NH2:30]. The catalyst class is: 5. Product: [CH3:29][NH:30][C:3]([C:5]1[CH:6]=[N:7][N:8]([C:10]2[N:11]=[C:12]([NH2:28])[C:13]3[N:14]=[CH:15][N:16]([C:26]=3[N:27]=2)[C@@H:17]2[O:25][C@H:22]([CH2:23][OH:24])[C@@H:20]([OH:21])[C@H:18]2[OH:19])[CH:9]=1)=[O:4]. (6) Reactant: [CH2:1]1[C:3]2([C:8](=O)[NH:7][CH2:6][C:5](=O)[NH:4]2)[CH2:2]1.CO.[ClH:13].O1CCOCC1. Product: [ClH:13].[CH2:2]1[C:3]2([CH2:8][NH:7][CH2:6][CH2:5][NH:4]2)[CH2:1]1. The catalyst class is: 7. (7) Reactant: [O-2:1].[Mg+2:2].[O-2].[Ca+2:4].[Mg].[O-2].[Ca+2].[C:8](=[O:10])=[O:9]. The catalyst class is: 6. Product: [C:8](=[O:1])([OH:10])[O-:9].[Mg+2:2].[C:8](=[O:1])([OH:10])[O-:9].[C:8](=[O:1])([OH:10])[O-:9].[Ca+2:4].[C:8](=[O:1])([OH:10])[O-:9].